This data is from Full USPTO retrosynthesis dataset with 1.9M reactions from patents (1976-2016). The task is: Predict the reactants needed to synthesize the given product. (1) Given the product [C:1]([NH:6][C:7]1[CH:8]=[CH:9][C:10]([CH2:13][C@H:14]([NH:19][CH2:20][O:22][CH2:23][C:24]2[CH:25]=[CH:26][CH:27]=[CH:28][CH:29]=2)[C:15]([O:17][CH3:18])=[O:16])=[CH:11][CH:12]=1)(=[O:4])[CH:2]=[CH2:3], predict the reactants needed to synthesize it. The reactants are: [C:1](Cl)(=[O:4])[CH:2]=[CH2:3].[NH2:6][C:7]1[CH:12]=[CH:11][C:10]([CH2:13][C@H:14]([NH:19][C:20]([O:22][CH2:23][C:24]2[CH:29]=[CH:28][CH:27]=[CH:26][CH:25]=2)=O)[C:15]([O:17][CH3:18])=[O:16])=[CH:9][CH:8]=1.C(N(C(C)C)CC)(C)C. (2) Given the product [NH2:42][C:34]1[O:35][CH2:36][C@:37]2([F:41])[CH2:38][O:39][CH2:40][C@:32]2([C:30]2[CH:31]=[C:26]([NH:25][C:8]([C:5]3[CH:4]=[N:3][C:2]([Cl:1])=[CH:7][N:6]=3)=[O:10])[CH:27]=[CH:28][C:29]=2[F:43])[N:33]=1, predict the reactants needed to synthesize it. The reactants are: [Cl:1][C:2]1[N:3]=[CH:4][C:5]([C:8]([OH:10])=O)=[N:6][CH:7]=1.C(#N)C.CN(C=O)C.C(Cl)(=O)C(Cl)=O.[NH2:25][C:26]1[CH:27]=[CH:28][C:29]([F:43])=[C:30]([C@:32]23[CH2:40][O:39][CH2:38][C@@:37]2([F:41])[CH2:36][O:35][C:34]([NH2:42])=[N:33]3)[CH:31]=1. (3) Given the product [CH3:39][O:38][C:10]1[CH:11]=[C:12]2[C:16](=[CH:17][C:9]=1[OH:8])[N:15]([CH3:18])[CH:14]=[C:13]2[C:19]1[N:27]([S:28]([C:31]2[CH:32]=[CH:33][C:34]([CH3:37])=[CH:35][CH:36]=2)(=[O:30])=[O:29])[C:22]2=[N:23][CH:24]=[CH:25][CH:26]=[C:21]2[CH:20]=1, predict the reactants needed to synthesize it. The reactants are: C([O:8][C:9]1[CH:17]=[C:16]2[C:12]([C:13]([C:19]3[N:27]([S:28]([C:31]4[CH:36]=[CH:35][C:34]([CH3:37])=[CH:33][CH:32]=4)(=[O:30])=[O:29])[C:22]4=[N:23][CH:24]=[CH:25][CH:26]=[C:21]4[CH:20]=3)=[CH:14][N:15]2[CH3:18])=[CH:11][C:10]=1[O:38][CH3:39])C1C=CC=CC=1.C[Si](I)(C)C. (4) Given the product [CH3:16][O:15][C:13]1[CH:12]=[CH:11][C:5]2[O:6][CH:7]=[C:1]([CH3:2])[C:4]=2[CH:14]=1, predict the reactants needed to synthesize it. The reactants are: [C:1]([C:4]1[CH:14]=[C:13]([O:15][CH3:16])[CH:12]=[CH:11][C:5]=1[O:6][CH2:7]C(O)=O)(=O)[CH3:2].C(OC(=O)C)(=O)C.C(O)(=O)C. (5) Given the product [CH2:19]([CH:25]([CH2:28][CH2:29][CH2:30][CH2:31][CH2:32][CH2:33][CH2:34][CH3:35])[CH:26]=[C:11]1[C:12]2[CH:16]=[CH:15][S:14][C:13]=2[C:9]2[C:10]1=[CH:17][C:18]1[C:2]3[S:1][CH:5]=[CH:4][C:3]=3[C:6](=[CH:36][CH:37]([CH2:40][CH2:10][CH2:9][CH2:13][CH2:42][CH3:43])[CH2:38][CH2:17][CH2:18][CH2:2][CH2:3][CH2:6][CH2:7][CH3:8])[C:7]=1[CH:8]=2)[CH2:20][CH2:21][CH2:22][CH2:23][CH3:24], predict the reactants needed to synthesize it. The reactants are: [S:1]1[CH:5]=[CH:4][C:3]2[CH:6]=[C:7]3[C:18]([C:2]1=2)=[CH:17][C:10]1=[CH:11][C:12]2[CH:16]=[CH:15][S:14][C:13]=2[C:9]1=[CH:8]3.[CH2:19]([CH:25]([CH2:28][CH2:29][CH2:30][CH2:31][CH2:32][CH2:33][CH2:34][CH3:35])[CH:26]=O)[CH2:20][CH2:21][CH2:22][CH2:23][CH3:24].[CH3:36][C:37]([CH3:40])([O-])[CH3:38].[K+].[C:42](O)(=O)[CH3:43].